Dataset: Catalyst prediction with 721,799 reactions and 888 catalyst types from USPTO. Task: Predict which catalyst facilitates the given reaction. Reactant: [CH:1]([C:4]1[CH:9]=[CH:8][C:7]([C:10]2[NH:14][C:13]([C:15]3[CH:16]=[C:17]([CH:22]=[CH:23][CH:24]=3)[C:18]([O:20]C)=[O:19])=[N:12][CH:11]=2)=[CH:6][CH:5]=1)([CH3:3])[CH3:2].O[Li].O.C(O)(=O)C. Product: [CH:1]([C:4]1[CH:5]=[CH:6][C:7]([C:10]2[NH:14][C:13]([C:15]3[CH:16]=[C:17]([CH:22]=[CH:23][CH:24]=3)[C:18]([OH:20])=[O:19])=[N:12][CH:11]=2)=[CH:8][CH:9]=1)([CH3:3])[CH3:2]. The catalyst class is: 24.